Task: Predict which catalyst facilitates the given reaction.. Dataset: Catalyst prediction with 721,799 reactions and 888 catalyst types from USPTO (1) Reactant: [F:1][C:2]([F:22])([F:21])[CH2:3][S:4][C:5]1[CH:10]=[C:9]([C:11]2[C:12]([C:16]([F:19])([F:18])[F:17])=[N:13][NH:14][CH:15]=2)[CH:8]=[CH:7][C:6]=1[CH3:20].ClC1C=CC=C(C(OO)=[O:31])C=1.S([O-])([O-])=O.[Na+].[Na+]. Product: [F:22][C:2]([F:1])([F:21])[CH2:3][S:4]([C:5]1[CH:10]=[C:9]([C:11]2[C:12]([C:16]([F:17])([F:18])[F:19])=[N:13][NH:14][CH:15]=2)[CH:8]=[CH:7][C:6]=1[CH3:20])=[O:31]. The catalyst class is: 22. (2) The catalyst class is: 3. Product: [Cl:1][C:2]1[CH:3]=[C:4]([C:5]2[O:7][N:39]=[C:40]([C:42]3[CH:43]=[C:44]4[C:48](=[CH:49][CH:50]=3)[NH:47][N:46]=[CH:45]4)[N:41]=2)[CH:8]=[CH:9][C:10]=1[O:11][CH:12]([CH3:14])[CH3:13]. Reactant: [Cl:1][C:2]1[CH:3]=[C:4]([CH:8]=[CH:9][C:10]=1[O:11][CH:12]([CH3:14])[CH3:13])[C:5]([OH:7])=O.CCN=C=NCCCN(C)C.Cl.Cl.C1C=CC2N(O)N=NC=2C=1.O[NH:39][C:40]([C:42]1[CH:43]=[C:44]2[C:48](=[CH:49][CH:50]=1)[NH:47][N:46]=[CH:45]2)=[NH:41].